Dataset: Full USPTO retrosynthesis dataset with 1.9M reactions from patents (1976-2016). Task: Predict the reactants needed to synthesize the given product. (1) Given the product [F:1][C:2]1[CH:10]=[C:9]2[C:5]([C:6]([C:11]3[CH:12]=[N:13][N:14]([C@H:16]4[CH2:21][CH2:20][C@H:19]([C:22]([NH2:27])=[O:24])[CH2:18][CH2:17]4)[CH:15]=3)=[CH:7][NH:8]2)=[CH:4][CH:3]=1, predict the reactants needed to synthesize it. The reactants are: [F:1][C:2]1[CH:10]=[C:9]2[C:5]([C:6]([C:11]3[CH:12]=[N:13][N:14]([CH:16]4[CH2:21][CH2:20][CH:19]([C:22]([OH:24])=O)[CH2:18][CH2:17]4)[CH:15]=3)=[CH:7][NH:8]2)=[CH:4][CH:3]=1.CC[N:27](CC)CC.CN(C(ON1N=NC2C=CC=NC1=2)=[N+](C)C)C.F[P-](F)(F)(F)(F)F.[NH4+].[Cl-]. (2) Given the product [O:5]1[C:4]([C:8]([O:10][CH3:11])=[O:9])=[CH:3][C:2]2[CH2:13][O:12][CH2:17][C:6]1=2, predict the reactants needed to synthesize it. The reactants are: Br[C:2]1[CH:3]=[C:4]([C:8]([O:10][CH3:11])=[O:9])[O:5][C:6]=1Br.[O:12]1[CH2:17]COC[CH2:13]1.CC(C1C=C(C(C)C)C(C2C=CC=CC=2P(C2CCCCC2)C2CCCCC2)=C(C(C)C)C=1)C. (3) The reactants are: O.[OH-].[Li+].C[O:5][C:6]([C:8]1[C:16]2[C:11](=[CH:12][CH:13]=[C:14]([CH3:17])[CH:15]=2)[N:10]([C:18]2[C:27]3[C:22](=[CH:23][CH:24]=[CH:25][CH:26]=3)[N:21]=[CH:20][CH:19]=2)[CH:9]=1)=[O:7]. Given the product [C:6]([C:8]1[C:16]2[C:11](=[CH:12][CH:13]=[C:14]([CH3:17])[CH:15]=2)[N:10]([C:18]2[C:27]3[C:22](=[CH:23][CH:24]=[CH:25][CH:26]=3)[N:21]=[CH:20][CH:19]=2)[CH:9]=1)([OH:7])=[O:5], predict the reactants needed to synthesize it. (4) Given the product [Cl:31][C:28]1[CH:27]=[N:26][C:25]([N:21]2[CH2:22][CH2:23][CH:18]([N:4]([CH:1]3[CH2:3][CH2:2]3)[C:5](=[O:17])[C:6]3[CH:7]=[CH:8][C:9]([C:12]4[O:16][CH:15]=[N:14][CH:13]=4)=[CH:10][CH:11]=3)[CH2:19][CH2:20]2)=[N:30][CH:29]=1, predict the reactants needed to synthesize it. The reactants are: [CH:1]1([N:4]([CH:18]2[CH2:23][CH2:22][NH:21][CH2:20][CH2:19]2)[C:5](=[O:17])[C:6]2[CH:11]=[CH:10][C:9]([C:12]3[O:16][CH:15]=[N:14][CH:13]=3)=[CH:8][CH:7]=2)[CH2:3][CH2:2]1.Cl[C:25]1[N:30]=[CH:29][C:28]([Cl:31])=[CH:27][N:26]=1.